From a dataset of Reaction yield outcomes from USPTO patents with 853,638 reactions. Predict the reaction yield, written as a fraction of the theoretical maximum amount of product (1.0 means a 100% yield; for example, 0.34 means a 34% yield). The reactants are [Br:1]Br.[C:3]1([P:9]([C:16]2[CH:21]=[CH:20][CH:19]=[CH:18][CH:17]=2)[C:10]2[CH:15]=[CH:14][CH:13]=[CH:12][CH:11]=2)[CH:8]=[CH:7][CH:6]=[CH:5][CH:4]=1. The catalyst is CC(N(C)C)=O. The product is [Br-:1].[Br-:1].[C:16]1([P:9]([C:3]2[CH:4]=[CH:5][CH:6]=[CH:7][CH:8]=2)[C:10]2[CH:15]=[CH:14][CH:13]=[CH:12][CH:11]=2)[CH:17]=[CH:18][CH:19]=[CH:20][CH:21]=1. The yield is 0.600.